This data is from Peptide-MHC class I binding affinity with 185,985 pairs from IEDB/IMGT. The task is: Regression. Given a peptide amino acid sequence and an MHC pseudo amino acid sequence, predict their binding affinity value. This is MHC class I binding data. (1) The peptide sequence is FVNEKYCII. The MHC is HLA-A02:06 with pseudo-sequence HLA-A02:06. The binding affinity (normalized) is 0.430. (2) The peptide sequence is IARLVYKAR. The MHC is HLA-A26:02 with pseudo-sequence HLA-A26:02. The binding affinity (normalized) is 0.0847. (3) The peptide sequence is QSPKKTGMLEM. The MHC is Mamu-A02 with pseudo-sequence Mamu-A02. The binding affinity (normalized) is 0. (4) The peptide sequence is ATLFVWYFW. The MHC is HLA-B57:01 with pseudo-sequence HLA-B57:01. The binding affinity (normalized) is 0.561. (5) The peptide sequence is KMTPWSAYW. The MHC is HLA-A69:01 with pseudo-sequence HLA-A69:01. The binding affinity (normalized) is 0.0847. (6) The MHC is Mamu-A01 with pseudo-sequence Mamu-A01. The binding affinity (normalized) is 0.836. The peptide sequence is LAPVPIPFA. (7) The peptide sequence is VLWSLLWLG. The MHC is HLA-A02:01 with pseudo-sequence HLA-A02:01. The binding affinity (normalized) is 0.967.